Dataset: Forward reaction prediction with 1.9M reactions from USPTO patents (1976-2016). Task: Predict the product of the given reaction. Given the reactants [CH2:1]([C:3]1[C:7]2[C:8]([O:12][C:13]3[CH:18]=[CH:17][C:16]([N+:19]([O-])=O)=[CH:15][N:14]=3)=[CH:9][CH:10]=[CH:11][C:6]=2[O:5][N:4]=1)[CH3:2].O.O.[Sn](Cl)Cl, predict the reaction product. The product is: [CH2:1]([C:3]1[C:7]2[C:8]([O:12][C:13]3[N:14]=[CH:15][C:16]([NH2:19])=[CH:17][CH:18]=3)=[CH:9][CH:10]=[CH:11][C:6]=2[O:5][N:4]=1)[CH3:2].